This data is from NCI-60 drug combinations with 297,098 pairs across 59 cell lines. The task is: Regression. Given two drug SMILES strings and cell line genomic features, predict the synergy score measuring deviation from expected non-interaction effect. (1) Drug 2: CC1CCC2CC(C(=CC=CC=CC(CC(C(=O)C(C(C(=CC(C(=O)CC(OC(=O)C3CCCCN3C(=O)C(=O)C1(O2)O)C(C)CC4CCC(C(C4)OC)O)C)C)O)OC)C)C)C)OC. Cell line: MOLT-4. Synergy scores: CSS=14.7, Synergy_ZIP=-2.43, Synergy_Bliss=2.26, Synergy_Loewe=-15.5, Synergy_HSA=-2.67. Drug 1: CC(C)(C#N)C1=CC(=CC(=C1)CN2C=NC=N2)C(C)(C)C#N. (2) Drug 1: C1=NC(=NC(=O)N1C2C(C(C(O2)CO)O)O)N. Drug 2: C1=CC=C(C(=C1)C(C2=CC=C(C=C2)Cl)C(Cl)Cl)Cl. Cell line: M14. Synergy scores: CSS=1.54, Synergy_ZIP=-0.0480, Synergy_Bliss=0.121, Synergy_Loewe=-1.23, Synergy_HSA=-2.00. (3) Drug 1: CN(CCCl)CCCl.Cl. Drug 2: N.N.Cl[Pt+2]Cl. Cell line: SK-OV-3. Synergy scores: CSS=29.0, Synergy_ZIP=-8.71, Synergy_Bliss=0.556, Synergy_Loewe=-1.99, Synergy_HSA=0.946.